From a dataset of CYP2C9 inhibition data for predicting drug metabolism from PubChem BioAssay. Regression/Classification. Given a drug SMILES string, predict its absorption, distribution, metabolism, or excretion properties. Task type varies by dataset: regression for continuous measurements (e.g., permeability, clearance, half-life) or binary classification for categorical outcomes (e.g., BBB penetration, CYP inhibition). Dataset: cyp2c9_veith. (1) The molecule is COc1ccc(OC)c(NC(=O)CC(Cc2ccccc2OC)C(=O)O)c1. The result is 1 (inhibitor). (2) The compound is COc1ccc(-c2cc(C(F)(F)F)nc(N3CCN(C)CC3)n2)cc1OC. The result is 0 (non-inhibitor). (3) The drug is O=C(c1cc(C(F)(F)F)cc(C(F)(F)F)c1)N1CCC2(CC1)CN(c1ccccn1)C2. The result is 0 (non-inhibitor).